Dataset: Full USPTO retrosynthesis dataset with 1.9M reactions from patents (1976-2016). Task: Predict the reactants needed to synthesize the given product. (1) Given the product [CH:1]1([N:5]([CH3:30])[C:6](=[O:27])[C:7]2[CH:12]=[C:11]([O:13][C:14]3[C:19]([Cl:20])=[CH:18][C:17]([CH2:21][O:22][CH3:23])=[CH:16][C:15]=3[Cl:24])[CH:10]=[CH:9][C:8]=2[O:25][CH3:26])[CH2:4][CH2:3][CH2:2]1, predict the reactants needed to synthesize it. The reactants are: [CH:1]1([NH:5][C:6](=[O:27])[C:7]2[CH:12]=[C:11]([O:13][C:14]3[C:19]([Cl:20])=[CH:18][C:17]([CH2:21][O:22][CH3:23])=[CH:16][C:15]=3[Cl:24])[CH:10]=[CH:9][C:8]=2[O:25][CH3:26])[CH2:4][CH2:3][CH2:2]1.[H-].[Na+].[CH3:30]I. (2) The reactants are: [H-].[H-].[H-].[H-].[Li+].[Al+3].Br[CH2:8][CH2:9][C:10]([C:19]1[CH:24]=[CH:23][CH:22]=[CH:21][CH:20]=1)([C:13]1[CH:18]=[CH:17][CH:16]=[CH:15][CH:14]=1)[C:11]#[N:12]. Given the product [C:13]1([C:10]2([C:19]3[CH:24]=[CH:23][CH:22]=[CH:21][CH:20]=3)[CH2:9][CH2:8][NH:12][CH2:11]2)[CH:18]=[CH:17][CH:16]=[CH:15][CH:14]=1, predict the reactants needed to synthesize it. (3) Given the product [N:1]1[CH:2]=[CH:3][N:4]2[CH:9]=[C:8]([C:10]([NH2:23])=[O:12])[CH:7]=[CH:6][C:5]=12, predict the reactants needed to synthesize it. The reactants are: [N:1]1[CH:2]=[CH:3][N:4]2[CH:9]=[C:8]([C:10]([O:12]C)=O)[CH:7]=[CH:6][C:5]=12.O.[OH-].[Li+].[Cl-].[NH4+].[Cl-].COC1N=C(OC)N=C([N+]2(C)CCOCC2)[N:23]=1. (4) Given the product [OH:41][C:39]1[C:38]2[C:33](=[C:34]([OH:48])[CH:35]=[C:36]([C:42]3[CH:43]=[N:44][CH:45]=[CH:46][CH:47]=3)[CH:37]=2)[N:32]=[C:31]([C:29]([OH:30])=[O:28])[CH:40]=1, predict the reactants needed to synthesize it. The reactants are: COC(=O)C(NC1C=C(Cl)C=C(Cl)C=1OCC1C=CC=CC=1)=CC([O-])=O.C[O:28][C:29]([C:31]1[CH:40]=[C:39]([OH:41])[C:38]2[C:33](=[C:34]([O:48]CC3C=CC=CC=3)[CH:35]=[C:36]([C:42]3[CH:43]=[N:44][CH:45]=[CH:46][CH:47]=3)[CH:37]=2)[N:32]=1)=[O:30]. (5) Given the product [CH3:48][O:47][C:45](=[O:46])[CH2:44][CH:40]1[C:41](=[O:42])[C@:33]2([CH3:32])[C:37]([CH3:38])([CH3:39])[C@H:36]1[CH2:35][CH2:34]2, predict the reactants needed to synthesize it. The reactants are: [Li+].CC([N-]C(C)C)C.C(NC(C)C)(C)C.CN(C)P(N(C)C)(N(C)C)=O.[Li]CCCC.[CH3:32][C@@:33]12[C:41](=[O:42])[CH2:40][C@@H:36]([C:37]1([CH3:39])[CH3:38])[CH2:35][CH2:34]2.Br[CH2:44][C:45]([O:47][CH3:48])=[O:46]. (6) Given the product [OH:30][NH:29][C:5](=[O:6])[C@@H:4]([OH:3])[C@@H:8]([C:13]([N:15]1[CH2:20][CH2:19][N:18]([C:21]2[CH:26]=[CH:25][CH:24]=[CH:23][N:22]=2)[CH2:17][C@H:16]1[CH3:27])=[O:14])[CH2:9][CH:10]([CH3:12])[CH3:11], predict the reactants needed to synthesize it. The reactants are: CC1(C)[O:6][C:5](=O)[C@H:4]([C@H:8]([C:13]([N:15]2[CH2:20][CH2:19][N:18]([C:21]3[CH:26]=[CH:25][CH:24]=[CH:23][N:22]=3)[CH2:17][C@H:16]2[CH3:27])=[O:14])[CH2:9][CH:10]([CH3:12])[CH3:11])[O:3]1.[NH2:29][OH:30].